This data is from Forward reaction prediction with 1.9M reactions from USPTO patents (1976-2016). The task is: Predict the product of the given reaction. (1) Given the reactants [Li].[Br:2][C:3]1[CH:4]=[C:5]([C:14]([O-])=[CH:15][C:16](=O)[C:17]([O:19]CC)=[O:18])[CH:6]=[C:7]([O:9][C:10]([F:13])([F:12])[F:11])[CH:8]=1.ClC1C=C(C2N(C3C=CC=CN=3)N=C(C(O)=O)C=2)C=C(F)C=1.Cl.Cl.[Cl:48][C:49]1[N:54]=[CH:53][C:52]([NH:55][NH2:56])=[CH:51][CH:50]=1, predict the reaction product. The product is: [Br:2][C:3]1[CH:4]=[C:5]([C:14]2[N:55]([C:52]3[CH:53]=[N:54][C:49]([Cl:48])=[CH:50][CH:51]=3)[N:56]=[C:16]([C:17]([OH:19])=[O:18])[CH:15]=2)[CH:6]=[C:7]([O:9][C:10]([F:11])([F:12])[F:13])[CH:8]=1. (2) Given the reactants [O:1]1[CH2:6][CH2:5][N:4]([CH2:7][CH2:8][CH2:9][C:10]([O:12]CC)=[O:11])[CH2:3][CH2:2]1.[ClH:15], predict the reaction product. The product is: [O:1]1[CH2:2][CH2:3][N:4]([CH2:7][CH2:8][CH2:9][C:10]([OH:12])=[O:11])[CH2:5][CH2:6]1.[ClH:15]. (3) Given the reactants [CH3:1][O:2][C:3]1([CH2:10][NH2:11])[CH:7]=[CH:6][CH:5]([O:8][CH3:9])[O:4]1.C1(C)C=CC=CC=1.[C:19](OC(=O)C)(=[O:21])[CH3:20], predict the reaction product. The product is: [CH3:1][O:2][C:3]1([CH2:10][NH:11][C:19](=[O:21])[CH3:20])[CH2:7][CH:6]=[C:5]([O:8][CH3:9])[O:4]1. (4) Given the reactants Br[C:2]1[CH:18]=[CH:17][C:5]([C:6]([NH:8][C:9]2[CH:14]=[C:13]([C:15]#[N:16])[CH:12]=[CH:11][N:10]=2)=[O:7])=[CH:4][C:3]=1[O:19][CH3:20].[CH3:21][C:22]1([CH3:38])[C:26]([CH3:28])([CH3:27])[O:25][B:24]([B:24]2[O:25][C:26]([CH3:28])([CH3:27])[C:22]([CH3:38])([CH3:21])[O:23]2)[O:23]1.CC([O-])=O.[K+], predict the reaction product. The product is: [C:15]([C:13]1[CH:12]=[CH:11][N:10]=[C:9]([NH:8][C:6](=[O:7])[C:5]2[CH:17]=[CH:18][C:2]([B:24]3[O:25][C:26]([CH3:28])([CH3:27])[C:22]([CH3:38])([CH3:21])[O:23]3)=[C:3]([O:19][CH3:20])[CH:4]=2)[CH:14]=1)#[N:16].